From a dataset of Reaction yield outcomes from USPTO patents with 853,638 reactions. Predict the reaction yield, written as a fraction of the theoretical maximum amount of product (1.0 means a 100% yield; for example, 0.34 means a 34% yield). (1) The reactants are [CH:1]([NH2:4])([CH3:3])[CH3:2].[CH:5]([C:7]1[CH:23]=[CH:22][CH:21]=[CH:20][C:8]=1[O:9][CH2:10][CH2:11][CH2:12][CH2:13][CH2:14][C:15]([O:17][CH2:18][CH3:19])=[O:16])=O.CC(O)=O.C(O[BH-](OC(=O)C)OC(=O)C)(=O)C.[Na+]. The product is [CH:1]([NH:4][CH2:5][C:7]1[CH:23]=[CH:22][CH:21]=[CH:20][C:8]=1[O:9][CH2:10][CH2:11][CH2:12][CH2:13][CH2:14][C:15]([O:17][CH2:18][CH3:19])=[O:16])([CH3:3])[CH3:2]. The yield is 0.940. The catalyst is ClCCCl. (2) The reactants are [Cl:1][C:2]1[CH:3]=[C:4]2[C:9](=[CH:10][C:11]=1[O:12][C:13]1[CH:18]=[CH:17][C:16]([C:19](=[O:31])[NH:20][CH:21]3[CH2:24][CH:23]([C:25]4[CH:30]=[CH:29][CH:28]=[CH:27][CH:26]=4)[CH2:22]3)=[CH:15][CH:14]=1)[O:8][CH2:7][CH2:6][CH:5]2[C:32]([OH:34])=[O:33].C[O-].[Na+:37]. The catalyst is CO. The product is [Cl:1][C:2]1[CH:3]=[C:4]2[C:9](=[CH:10][C:11]=1[O:12][C:13]1[CH:14]=[CH:15][C:16]([C:19](=[O:31])[NH:20][CH:21]3[CH2:22][CH:23]([C:25]4[CH:30]=[CH:29][CH:28]=[CH:27][CH:26]=4)[CH2:24]3)=[CH:17][CH:18]=1)[O:8][CH2:7][CH2:6][CH:5]2[C:32]([O-:34])=[O:33].[Na+:37]. The yield is 0.999.